From a dataset of Full USPTO retrosynthesis dataset with 1.9M reactions from patents (1976-2016). Predict the reactants needed to synthesize the given product. (1) Given the product [Br:1][C:2]1[C:3]([F:12])=[C:4]([CH:8]([NH2:13])[CH2:9][F:10])[CH:5]=[CH:6][CH:7]=1.[ClH:16], predict the reactants needed to synthesize it. The reactants are: [Br:1][C:2]1[C:3]([F:12])=[C:4]([C:8](=O)[CH2:9][F:10])[CH:5]=[CH:6][CH:7]=1.[NH3:13].[BH4-].[Na+].[ClH:16]. (2) Given the product [CH2:1]([O:3][CH:4]=[CH:5][C:22]1[CH:23]=[CH:24][C:19]([C:16]2[CH:17]=[CH:18][CH:13]=[CH:14][CH:15]=2)=[CH:20][CH:21]=1)[CH3:2], predict the reactants needed to synthesize it. The reactants are: [C:1]([O:3][CH2:4][CH3:5])#[CH:2].B.O1CCCC1.I[C:13]1[CH:18]=[CH:17][C:16]([C:19]2[CH:24]=[CH:23][CH:22]=[CH:21][CH:20]=2)=[CH:15][CH:14]=1.C1(P(C2C=CC=CC=2)C2C=CC=CC=2)C=CC=CC=1.[OH-].[Na+]. (3) Given the product [Cl:20][C:5]1[C:6]([NH:9][C@@H:10]2[C@@H:15]3[CH2:16][C@@H:12]([CH:13]=[CH:14]3)[C@@H:11]2[C:17]([NH2:19])=[O:18])=[C:7]2[N:8]=[C:39]([C:37]3[CH:36]=[N:35][N:34]([CH:31]4[CH2:32][CH2:33][NH:28][CH2:29][CH2:30]4)[CH:38]=3)[NH:1][C:2]2=[N:3][CH:4]=1, predict the reactants needed to synthesize it. The reactants are: [NH2:1][C:2]1[C:7]([NH2:8])=[C:6]([NH:9][C@@H:10]2[C@@H:15]3[CH2:16][C@@H:12]([CH:13]=[CH:14]3)[C@@H:11]2[C:17]([NH2:19])=[O:18])[C:5]([Cl:20])=[CH:4][N:3]=1.C(OC([N:28]1[CH2:33][CH2:32][CH:31]([N:34]2[CH:38]=[C:37]([CH:39]=O)[CH:36]=[N:35]2)[CH2:30][CH2:29]1)=O)(C)(C)C.FC(F)(F)C(O)=O.